Dataset: Catalyst prediction with 721,799 reactions and 888 catalyst types from USPTO. Task: Predict which catalyst facilitates the given reaction. (1) Reactant: [C:1]([C:5]1[N:9]([CH2:10][CH:11]2[CH2:16][CH2:15][C:14]([F:18])([F:17])[CH2:13][CH2:12]2)[C:8]2[CH:19]=[CH:20][C:21]([S:23](Cl)(=[O:25])=[O:24])=[CH:22][C:7]=2[N:6]=1)([CH3:4])([CH3:3])[CH3:2].C(N(CC)C(C)C)(C)C.Cl.[NH:37]1[CH2:42][CH2:41][O:40][CH:39]([C:43]([OH:45])=[O:44])[CH2:38]1. Product: [C:1]([C:5]1[N:9]([CH2:10][CH:11]2[CH2:16][CH2:15][C:14]([F:18])([F:17])[CH2:13][CH2:12]2)[C:8]2[CH:19]=[CH:20][C:21]([S:23]([N:37]3[CH2:42][CH2:41][O:40][CH:39]([C:43]([OH:45])=[O:44])[CH2:38]3)(=[O:25])=[O:24])=[CH:22][C:7]=2[N:6]=1)([CH3:4])([CH3:3])[CH3:2]. The catalyst class is: 2. (2) Reactant: [F:1][C:2]([F:33])([F:32])[C:3]1[CH:4]=[C:5]([C@@H:13]([OH:31])[C@H:14]([CH:29]=[CH2:30])[C:15]([N:17]2[C@@H](C3C=CC=CC=3)COC2=O)=[O:16])[CH:6]=[C:7]([C:9]([F:12])([F:11])[F:10])[CH:8]=1.[NH2:34]N. Product: [F:1][C:2]([F:33])([F:32])[C:3]1[CH:4]=[C:5]([C@@H:13]([OH:31])[C@H:14]([CH:29]=[CH2:30])[C:15]([NH:17][NH2:34])=[O:16])[CH:6]=[C:7]([C:9]([F:12])([F:11])[F:10])[CH:8]=1. The catalyst class is: 1. (3) Reactant: [CH3:1][N:2]1[CH2:7][CH2:6][N:5]([C:8]2[CH:13]=[CH:12][CH:11]=[CH:10][C:9]=2[CH2:14][NH2:15])[CH2:4][CH2:3]1.[NH2:16][C:17]1[C:18]([CH3:27])=[CH:19][C:20]([F:26])=[C:21]([CH:25]=1)[C:22](O)=[O:23].CCN(C(C)C)C(C)C.CN(C(ON1N=NC2C=CC=NC1=2)=[N+](C)C)C.F[P-](F)(F)(F)(F)F. Product: [NH2:16][C:17]1[C:18]([CH3:27])=[CH:19][C:20]([F:26])=[C:21]([CH:25]=1)[C:22]([NH:15][CH2:14][C:9]1[CH:10]=[CH:11][CH:12]=[CH:13][C:8]=1[N:5]1[CH2:6][CH2:7][N:2]([CH3:1])[CH2:3][CH2:4]1)=[O:23]. The catalyst class is: 3. (4) Reactant: [NH:1]1[C:9]2[C:4](=[CH:5][C:6]([NH2:10])=[CH:7][CH:8]=2)[CH:3]=[CH:2]1.C(N(CC)CC)C.[CH2:18]([O:20][C:21](Cl)=[O:22])[CH3:19]. Product: [CH2:18]([O:20][C:21](=[O:22])[NH:10][C:6]1[CH:5]=[C:4]2[C:9](=[CH:8][CH:7]=1)[NH:1][CH:2]=[CH:3]2)[CH3:19]. The catalyst class is: 4. (5) Reactant: [NH:1]1[CH2:5][CH:4]=[C:3]([C:6]2[C:10]([C:11]3[N:12]=[C:13]([NH:16][C:17]4[N:22]=[C:21]([CH3:23])[CH:20]=[CH:19][N:18]=4)[S:14][CH:15]=3)=[CH:9][N:8]([CH2:24][C:25]3[CH:30]=[CH:29][C:28]([O:31][CH3:32])=[CH:27][CH:26]=3)[N:7]=2)[CH2:2]1.Cl[C:34]([O:36][CH3:37])=[O:35].CCN(CC)CC. Product: [CH3:32][O:31][C:28]1[CH:27]=[CH:26][C:25]([CH2:24][N:8]2[CH:9]=[C:10]([C:11]3[N:12]=[C:13]([NH:16][C:17]4[N:22]=[C:21]([CH3:23])[CH:20]=[CH:19][N:18]=4)[S:14][CH:15]=3)[C:6]([C:3]3[CH2:2][N:1]([C:34]([O:36][CH3:37])=[O:35])[CH2:5][CH:4]=3)=[N:7]2)=[CH:30][CH:29]=1. The catalyst class is: 2. (6) Product: [CH2:12]([O:14][C:15](=[O:19])/[CH:16]=[C:17](/[O:10][C:6]1[CH:7]=[CH:8][CH:9]=[C:4]([O:3][CH2:1][CH3:2])[C:5]=1[F:11])\[CH3:18])[CH3:13]. The catalyst class is: 7. Reactant: [CH2:1]([O:3][C:4]1[C:5]([F:11])=[C:6]([OH:10])[CH:7]=[CH:8][CH:9]=1)[CH3:2].[CH2:12]([O:14][C:15](=[O:19])[C:16]#[C:17][CH3:18])[CH3:13].N12CCCN=C1CCCCC2. (7) Product: [O:1]1[C:5]2[CH:6]=[CH:7][C:8]([C:10]3([C:13]([NH:23][C:19]4[N:18]=[C:17]([CH3:16])[CH:22]=[CH:21][N:20]=4)=[O:14])[CH2:12][CH2:11]3)=[CH:9][C:4]=2[O:3][CH2:2]1. The catalyst class is: 17. Reactant: [O:1]1[C:5]2[CH:6]=[CH:7][C:8]([C:10]3([C:13](Cl)=[O:14])[CH2:12][CH2:11]3)=[CH:9][C:4]=2[O:3][CH2:2]1.[CH3:16][C:17]1[CH:22]=[CH:21][N:20]=[C:19]([NH2:23])[N:18]=1.